Predict the reaction yield, written as a fraction of the theoretical maximum amount of product (1.0 means a 100% yield; for example, 0.34 means a 34% yield). From a dataset of Reaction yield outcomes from USPTO patents with 853,638 reactions. (1) The reactants are O=[C:2]1[CH2:6][CH2:5][CH2:4][CH:3]1[C:7]([O:9]CC)=O.[NH2:12][C:13]([NH2:15])=[O:14].Cl.[OH-].[Na+]. The catalyst is CCO. The product is [N:12]1[C:2]2[CH2:6][CH2:5][CH2:4][C:3]=2[C:7]([OH:9])=[N:15][C:13]=1[OH:14]. The yield is 0.520. (2) The reactants are [N+:1]([C:4]1[CH:12]=[CH:11][C:10]([C:13](O)=[O:14])=[C:9]2[C:5]=1[CH:6]=[C:7]([C:16]1[CH:21]=[CH:20][CH:19]=[CH:18][CH:17]=1)[NH:8]2)([O-:3])=[O:2].C[N:23]1CCOCC1.ClC(OCC(C)C)=O. The catalyst is C(Cl)Cl. The product is [N+:1]([C:4]1[CH:12]=[CH:11][C:10]([C:13]([NH2:23])=[O:14])=[C:9]2[C:5]=1[CH:6]=[C:7]([C:16]1[CH:21]=[CH:20][CH:19]=[CH:18][CH:17]=1)[NH:8]2)([O-:3])=[O:2]. The yield is 0.850. (3) The catalyst is C1COCC1.C(Cl)Cl.C(=O)([O-])[O-].[Na+].[Na+].O. The product is [CH3:3][O:4][C:5]([C:7]1[C:15]2[C:10](=[N:11][CH:12]=[C:13]([Br:16])[CH:14]=2)[N:9]([S:17]([C:20]2[CH:21]=[CH:22][CH:23]=[CH:24][CH:25]=2)(=[O:18])=[O:19])[C:8]=1[CH2:26][N:31]([CH2:30][C:28]#[N:29])[S:32]([C:35]1[CH:36]=[CH:37][C:38]([CH3:41])=[CH:39][CH:40]=1)(=[O:34])=[O:33])=[O:6]. The yield is 0.800. The reactants are [H-].[Na+].[CH3:3][O:4][C:5]([C:7]1[C:15]2[C:10](=[N:11][CH:12]=[C:13]([Br:16])[CH:14]=2)[N:9]([S:17]([C:20]2[CH:25]=[CH:24][CH:23]=[CH:22][CH:21]=2)(=[O:19])=[O:18])[C:8]=1[CH2:26]Br)=[O:6].[C:28]([CH2:30][NH:31][S:32]([C:35]1[CH:40]=[CH:39][C:38]([CH3:41])=[CH:37][CH:36]=1)(=[O:34])=[O:33])#[N:29]. (4) The reactants are COC1C=CC([C:9]2[C:13]([CH3:15])([CH3:14])[O:12][C:11](=[O:16])[C:10]=2[C:17]2[CH:22]=[CH:21][C:20]([O:23][CH2:24]C3C=CC4C(=CC=CC=4)N=3)=[CH:19][CH:18]=2)=CC=1.[N:35]1[CH:40]=[CH:39][C:38](B(O)O)=[CH:37][CH:36]=1. No catalyst specified. The product is [CH3:14][C:13]1([CH3:15])[O:12][C:11](=[O:16])[C:10]([C:17]2[CH:18]=[CH:19][C:20]([O:23][CH2:24][C:36]3[CH:37]=[CH:38][C:39]4[C:40](=[CH:13][CH:9]=[CH:10][CH:11]=4)[N:35]=3)=[CH:21][CH:22]=2)=[C:9]1[C:38]1[CH:39]=[CH:40][N:35]=[CH:36][CH:37]=1. The yield is 0.760.